This data is from Reaction yield outcomes from USPTO patents with 853,638 reactions. The task is: Predict the reaction yield, written as a fraction of the theoretical maximum amount of product (1.0 means a 100% yield; for example, 0.34 means a 34% yield). (1) The reactants are [CH2:1]([O:3][C:4](=[O:16])[CH2:5][C:6]1[CH:11]=[C:10]([Cl:12])[CH:9]=[CH:8][C:7]=1[N+:13]([O-])=O)[CH3:2]. The catalyst is C1C=CC=CC=1.O=[Pt]=O. The product is [CH2:1]([O:3][C:4](=[O:16])[CH2:5][C:6]1[CH:11]=[C:10]([Cl:12])[CH:9]=[CH:8][C:7]=1[NH2:13])[CH3:2]. The yield is 0.640. (2) The reactants are [CH3:1][C:2]1[C:3]([CH:13]=[O:14])=[CH:4][NH:5][C:6]=1[C:7]1[CH:12]=[CH:11][CH:10]=[CH:9][CH:8]=1.[H-].[Na+].C1OCCOCCOCCOCCOC1.Cl.[N:33]1[CH:38]=[CH:37][CH:36]=[C:35]([S:39](Cl)(=[O:41])=[O:40])[CH:34]=1. The catalyst is O1CCCC1.O. The product is [CH3:1][C:2]1[C:3]([CH:13]=[O:14])=[CH:4][N:5]([S:39]([C:35]2[CH:34]=[N:33][CH:38]=[CH:37][CH:36]=2)(=[O:41])=[O:40])[C:6]=1[C:7]1[CH:12]=[CH:11][CH:10]=[CH:9][CH:8]=1. The yield is 0.530. (3) The catalyst is CS(C)=O. The product is [CH3:1][C:2]1[N:3]([C:8]2[N:9]=[CH:10][C:11]([CH:14]([OH:15])[CH2:16][NH:20][CH2:17][CH2:18][CH3:19])=[CH:12][CH:13]=2)[C:4]([CH3:7])=[CH:5][CH:6]=1. The reactants are [CH3:1][C:2]1[N:3]([C:8]2[CH:13]=[CH:12][C:11]([CH:14]3[CH2:16][O:15]3)=[CH:10][N:9]=2)[C:4]([CH3:7])=[CH:5][CH:6]=1.[CH2:17]([NH2:20])[CH2:18][CH3:19].Cl.O. The yield is 1.00. (4) The reactants are C([O:3][C:4]([CH:6]([O:11][C:12](=[O:18])[C:13]([CH3:17])([CH3:16])[CH:14]=[CH2:15])[CH:7]1[CH2:10][O:9][CH2:8]1)=[O:5])C.C(=O)([O-])[O-].[K+].[K+].CO.Cl. The catalyst is O1CCCC1.O. The product is [C:4]([CH:6]([O:11][C:12](=[O:18])[C:13]([CH3:17])([CH3:16])[CH:14]=[CH2:15])[CH:7]1[CH2:10][O:9][CH2:8]1)([OH:5])=[O:3]. The yield is 0.670. (5) The reactants are [CH3:1][N:2]([CH3:14])[C:3]1[CH:8]=[CH:7][C:6]([C:9](=O)[CH2:10][C:11]#[N:12])=[CH:5][CH:4]=1.[NH2:15][NH2:16]. The catalyst is CCO. The product is [CH3:14][N:2]([CH3:1])[C:3]1[CH:8]=[CH:7][C:6]([C:9]2[CH:10]=[C:11]([NH2:12])[NH:15][N:16]=2)=[CH:5][CH:4]=1. The yield is 0.370.